This data is from Full USPTO retrosynthesis dataset with 1.9M reactions from patents (1976-2016). The task is: Predict the reactants needed to synthesize the given product. (1) Given the product [CH3:47][C:45]1[CH:44]=[CH:43][C:40]([C:41]#[N:42])=[C:39]([N:14]2[CH2:13][CH2:12][C:11](=[C:10]([CH3:28])[C:9]#[C:8][C:4]3[CH:1]=[CH:2][CH:7]=[CH:6][CH:5]=3)[CH2:16][CH2:15]2)[N:46]=1, predict the reactants needed to synthesize it. The reactants are: [CH3:1][C:2]1[CH:7]=[CH:6][CH:5]=[C:4]([C:8]#[C:9][CH:10]=[C:11]2[CH2:16][CH2:15][N:14](C3C=NC=C(C(F)(F)F)C=3)[CH2:13][CH2:12]2)N=1.Br[C:28]1C=NC=C(C(F)(F)F)C=1.Cl[C:39]1[N:46]=[C:45]([CH3:47])[CH:44]=[CH:43][C:40]=1[C:41]#[N:42].CC1C=CC=C(C#CC=C2CCNCC2)N=1. (2) Given the product [CH3:46][N:44]([CH3:45])[CH:41]1[CH2:42][CH2:43][N:38]([C:36](=[O:37])[CH2:35][CH2:34][C:30]2[N:29]([CH2:28][CH2:27][OH:26])[CH:33]=[CH:32][N:31]=2)[CH2:39][CH2:40]1, predict the reactants needed to synthesize it. The reactants are: [F-].C([N+](CCCC)(CCCC)CCCC)CCC.[Si]([O:26][CH2:27][CH2:28][N:29]1[CH:33]=[CH:32][N:31]=[C:30]1[CH2:34][CH2:35][C:36]([N:38]1[CH2:43][CH2:42][CH:41]([N:44]([CH3:46])[CH3:45])[CH2:40][CH2:39]1)=[O:37])(C(C)(C)C)(C)C. (3) Given the product [NH2:2][CH2:1][C:3]([C:4]1[CH:9]=[CH:8][C:7]([NH:10][C:11](=[O:22])[C:12]2[CH:17]=[CH:16][C:15]([O:18][CH3:19])=[C:14]([O:20][CH3:21])[CH:13]=2)=[CH:6][C:5]=1[CH2:23][CH3:24])([CH3:26])[CH3:25], predict the reactants needed to synthesize it. The reactants are: [C:1]([C:3]([CH3:26])([CH3:25])[C:4]1[CH:9]=[CH:8][C:7]([NH:10][C:11](=[O:22])[C:12]2[CH:17]=[CH:16][C:15]([O:18][CH3:19])=[C:14]([O:20][CH3:21])[CH:13]=2)=[CH:6][C:5]=1[CH2:23][CH3:24])#[N:2]. (4) Given the product [NH2:24][C:2]1[CH:3]=[CH:4][C:5]([F:23])=[C:6]([C@:8]2([CH3:22])[CH2:13][N:12]3[CH:14]=[C:15]([C:17]([F:20])([F:19])[F:18])[N:16]=[C:11]3[C:10]([NH2:21])=[N:9]2)[CH:7]=1, predict the reactants needed to synthesize it. The reactants are: Br[C:2]1[CH:3]=[CH:4][C:5]([F:23])=[C:6]([C@:8]2([CH3:22])[CH2:13][N:12]3[CH:14]=[C:15]([C:17]([F:20])([F:19])[F:18])[N:16]=[C:11]3[C:10]([NH2:21])=[N:9]2)[CH:7]=1.[N-:24]=[N+]=[N-].[Na+].C([O-])([O-])=O.[Na+].[Na+].CNCCNC. (5) Given the product [C:1]([C:3]1[CH:8]=[C:7]([CH3:9])[CH:6]=[CH:5][C:4]=1[C:10]1[CH:15]=[C:14]([CH2:16][OH:17])[CH:13]=[C:12]([C:18]([OH:20])=[O:19])[CH:11]=1)#[N:2], predict the reactants needed to synthesize it. The reactants are: [C:1]([C:3]1[CH:8]=[C:7]([CH3:9])[CH:6]=[CH:5][C:4]=1[C:10]1[CH:15]=[C:14]([CH2:16][OH:17])[CH:13]=[C:12]([C:18]([O:20]C)=[O:19])[CH:11]=1)#[N:2].[OH-].[Li+].[NH4+].[Cl-].CCOC(C)=O. (6) Given the product [CH3:12][O:13][C:14]1[CH:15]=[C:16]([CH:39]=[CH:40][C:41]=1[O:42][CH2:43][C:44]1[N:45]=[C:46]([C:50]2[CH:51]=[CH:52][CH:53]=[CH:54][CH:55]=2)[O:47][C:48]=1[CH3:49])[CH2:17][N:18]1[C:30]2[CH:29]=[CH:28][CH:27]=[C:26]([O:31][CH2:32][CH2:33][CH:34]([CH3:38])[C:35]([O-:37])=[O:36])[C:25]=2[C:24]2[C:19]1=[CH:20][CH:21]=[CH:22][CH:23]=2.[Na+:11], predict the reactants needed to synthesize it. The reactants are: C(C(CCCC)C([O-])=O)C.[Na+:11].[CH3:12][O:13][C:14]1[CH:15]=[C:16]([CH:39]=[CH:40][C:41]=1[O:42][CH2:43][C:44]1[N:45]=[C:46]([C:50]2[CH:55]=[CH:54][CH:53]=[CH:52][CH:51]=2)[O:47][C:48]=1[CH3:49])[CH2:17][N:18]1[C:30]2[CH:29]=[CH:28][CH:27]=[C:26]([O:31][CH2:32][CH2:33][CH:34]([CH3:38])[C:35]([OH:37])=[O:36])[C:25]=2[C:24]2[C:19]1=[CH:20][CH:21]=[CH:22][CH:23]=2. (7) The reactants are: [NH2:1][C:2]1[CH:7]=[CH:6][C:5]([CH2:8][C:9]([O:11][CH3:12])=[O:10])=[CH:4][C:3]=1[Cl:13].[Cl:14][C:15]1[CH:20]=[CH:19][CH:18]=[CH:17][C:16]=1[N:21]=[C:22]=[O:23].CCN(CC)CC. Given the product [Cl:13][C:3]1[CH:4]=[C:5]([CH2:8][C:9]([O:11][CH3:12])=[O:10])[CH:6]=[CH:7][C:2]=1[NH:1][C:22]([NH:21][C:16]1[CH:17]=[CH:18][CH:19]=[CH:20][C:15]=1[Cl:14])=[O:23], predict the reactants needed to synthesize it.